This data is from Forward reaction prediction with 1.9M reactions from USPTO patents (1976-2016). The task is: Predict the product of the given reaction. (1) The product is: [Cl:17][C:18]1[CH:19]=[CH:20][C:21]([O:27][CH3:28])=[C:22]([CH:26]=1)[C:23](/[N:10]=[C:8]1\[S:9][C:5]2[CH:4]=[C:3]([F:2])[CH:16]=[CH:15][C:6]=2[N:7]\1[CH2:11][CH2:12][O:13][CH3:14])=[O:24]. Given the reactants Br.[F:2][C:3]1[CH:16]=[CH:15][C:6]2[N:7]([CH2:11][CH2:12][O:13][CH3:14])[C:8](=[NH:10])[S:9][C:5]=2[CH:4]=1.[Cl:17][C:18]1[CH:19]=[CH:20][C:21]([O:27][CH3:28])=[C:22]([CH:26]=1)[C:23](O)=[O:24], predict the reaction product. (2) Given the reactants [NH2:1][C:2]1[N:23]=[C:22](Cl)[CH:21]=[CH:20][C:3]=1[C:4]([NH:6][CH2:7][C:8]1[S:9][C:10]([O:13][C:14]2[CH:19]=[CH:18][CH:17]=[CH:16][CH:15]=2)=[CH:11][CH:12]=1)=[O:5].C1C=CC(CC(NC[NH:36][C@H:37]([C:48](O)=[O:49])CC2C=CC([N+]([O-])=O)=CC=2)=O)=CC=1.C(CN)O, predict the reaction product. The product is: [NH2:1][C:2]1[N:23]=[C:22]([NH:36][CH2:37][CH2:48][OH:49])[CH:21]=[CH:20][C:3]=1[C:4]([NH:6][CH2:7][C:8]1[S:9][C:10]([O:13][C:14]2[CH:19]=[CH:18][CH:17]=[CH:16][CH:15]=2)=[CH:11][CH:12]=1)=[O:5]. (3) Given the reactants [N+:1]([C:4]1[C:13]2[C:8](=[CH:9][CH:10]=[CH:11][CH:12]=2)[N+:7]([O-])=[CH:6][CH:5]=1)([O-:3])=[O:2].P(Br)(Br)([Br:17])=O.[OH-].[Na+], predict the reaction product. The product is: [Br:17][C:6]1[CH:5]=[C:4]([N+:1]([O-:3])=[O:2])[C:13]2[C:8](=[CH:9][CH:10]=[CH:11][CH:12]=2)[N:7]=1. (4) Given the reactants [C:1]([O:5][C:6]([N:8]1[CH2:13][CH2:12][CH:11]([C:14](=[O:23])[NH:15][C:16]2[CH:21]=[CH:20][CH:19]=[CH:18][C:17]=2[Br:22])[CH2:10][CH2:9]1)=[O:7])([CH3:4])([CH3:3])[CH3:2].[H-].[Na+].[CH2:26](Br)[C:27]1[CH:32]=[CH:31][CH:30]=[CH:29][CH:28]=1, predict the reaction product. The product is: [C:1]([O:5][C:6]([N:8]1[CH2:13][CH2:12][CH:11]([C:14](=[O:23])[N:15]([CH2:26][C:27]2[CH:32]=[CH:31][CH:30]=[CH:29][CH:28]=2)[C:16]2[CH:21]=[CH:20][CH:19]=[CH:18][C:17]=2[Br:22])[CH2:10][CH2:9]1)=[O:7])([CH3:4])([CH3:2])[CH3:3]. (5) Given the reactants Br[C:2]1[CH:7]=[CH:6][C:5]([C:8]2[O:12][N:11]=[C:10]([CH3:13])[C:9]=2[CH:14]=[O:15])=[CH:4][CH:3]=1.[CH2:16]([O:18][C:19]([C:21]1([C:24]2[CH:29]=[CH:28][C:27](B3OC(C)(C)C(C)(C)O3)=[CH:26][CH:25]=2)[CH2:23][CH2:22]1)=[O:20])[CH3:17].C(=O)(O)[O-].[Na+], predict the reaction product. The product is: [CH2:16]([O:18][C:19]([C:21]1([C:24]2[CH:29]=[CH:28][C:27]([C:2]3[CH:7]=[CH:6][C:5]([C:8]4[O:12][N:11]=[C:10]([CH3:13])[C:9]=4[CH:14]=[O:15])=[CH:4][CH:3]=3)=[CH:26][CH:25]=2)[CH2:22][CH2:23]1)=[O:20])[CH3:17]. (6) Given the reactants C(N(CC)CC)C.Cl.[CH3:9][C:10](=[CH2:17])[C:11]([O:13][CH2:14][CH2:15][NH2:16])=[O:12].[F:18][C:19]([F:25])([F:24])[S:20](F)(=[O:22])=[O:21], predict the reaction product. The product is: [CH3:17][C:10](=[CH2:9])[C:11]([O:13][CH2:14][CH2:15][NH:16][S:20]([C:19]([F:25])([F:24])[F:18])(=[O:22])=[O:21])=[O:12]. (7) Given the reactants I[C:2]1[CH:3]=[C:4]([CH:10]=[CH:11][CH:12]=1)[C:5]([O:7][CH2:8][CH3:9])=[O:6].C([Mg]Br)(C)C.[CH:18]([C@@H:20]1[CH2:25][CH2:24][CH2:23][CH2:22][N:21]1[C:26]([O:28][C:29]([CH3:32])([CH3:31])[CH3:30])=[O:27])=[O:19].[Cl-].[NH4+], predict the reaction product. The product is: [CH2:8]([O:7][C:5]([C:4]1[CH:3]=[C:2]([CH:18]([OH:19])[C@@H:20]2[CH2:25][CH2:24][CH2:23][CH2:22][N:21]2[C:26]([O:28][C:29]([CH3:31])([CH3:30])[CH3:32])=[O:27])[CH:12]=[CH:11][CH:10]=1)=[O:6])[CH3:9]. (8) The product is: [CH3:26][O:16][C:15]([C:11]1[CH:12]=[C:13]2[C:8](=[CH:9][CH:10]=1)[N:7]=[CH:6][C:5]([O:4][C:3]1[C:18]([Cl:25])=[CH:19][C:20]([N+:22]([O-:24])=[O:23])=[CH:21][C:2]=1[Cl:1])=[CH:14]2)=[O:17]. Given the reactants [Cl:1][C:2]1[CH:21]=[C:20]([N+:22]([O-:24])=[O:23])[CH:19]=[C:18]([Cl:25])[C:3]=1[O:4][C:5]1[CH:6]=[N:7][C:8]2[C:13]([CH:14]=1)=[CH:12][C:11]([C:15]([OH:17])=[O:16])=[CH:10][CH:9]=2.[CH3:26]C(O)=O, predict the reaction product.